Dataset: Peptide-MHC class I binding affinity with 185,985 pairs from IEDB/IMGT. Task: Regression. Given a peptide amino acid sequence and an MHC pseudo amino acid sequence, predict their binding affinity value. This is MHC class I binding data. (1) The peptide sequence is SQIETGTPF. The MHC is HLA-A26:02 with pseudo-sequence HLA-A26:02. The binding affinity (normalized) is 1.00. (2) The peptide sequence is PERLERWHSL. The MHC is Mamu-B01 with pseudo-sequence Mamu-B01. The binding affinity (normalized) is 0.